Dataset: Peptide-MHC class I binding affinity with 185,985 pairs from IEDB/IMGT. Task: Regression. Given a peptide amino acid sequence and an MHC pseudo amino acid sequence, predict their binding affinity value. This is MHC class I binding data. (1) The peptide sequence is ILYNEYNFV. The MHC is HLA-A02:11 with pseudo-sequence HLA-A02:11. The binding affinity (normalized) is 1.00. (2) The MHC is H-2-Db with pseudo-sequence H-2-Db. The peptide sequence is FAPRYLTL. The binding affinity (normalized) is 0.232. (3) The peptide sequence is MAAILAYTI. The MHC is HLA-B51:01 with pseudo-sequence HLA-B51:01. The binding affinity (normalized) is 0.786.